This data is from Forward reaction prediction with 1.9M reactions from USPTO patents (1976-2016). The task is: Predict the product of the given reaction. (1) Given the reactants [O:1]=[C:2]1[CH2:7][C:6](=[O:8])[CH2:5][CH2:4][N:3]1C(OC(C)(C)C)=O.C[Si]([N-][Si](C)(C)C)(C)C.[Li+].[CH2:26](Br)[C:27]1[CH:32]=[CH:31][CH:30]=[CH:29][CH:28]=1.OS([O-])(=O)=O.[K+], predict the reaction product. The product is: [CH2:26]([CH:5]1[CH2:4][NH:3][C:2](=[O:1])[CH2:7][C:6]1=[O:8])[C:27]1[CH:32]=[CH:31][CH:30]=[CH:29][CH:28]=1. (2) Given the reactants [NH2:1][C:2]1[CH2:8][C:7]([C:9]([O:11][CH2:12][CH3:13])=[O:10])=[CH:6][C:5]2[CH:14]=[C:15](Br)[CH:16]=[CH:17][C:4]=2[N:3]=1.[CH3:19][O:20][C:21]1[CH:26]=[CH:25][C:24](B(O)O)=[CH:23][CH:22]=1.C(=O)([O-])[O-].[Cs+].[Cs+].C1(C)C=CC=CC=1, predict the reaction product. The product is: [NH2:1][C:2]1[CH2:8][C:7]([C:9]([O:11][CH2:12][CH3:13])=[O:10])=[CH:6][C:5]2[CH:14]=[C:15]([C:24]3[CH:25]=[CH:26][C:21]([O:20][CH3:19])=[CH:22][CH:23]=3)[CH:16]=[CH:17][C:4]=2[N:3]=1. (3) Given the reactants [CH2:1]=[CH:2][C:3](=[CH2:5])C.[Li]N.[CH3:8][O:9][C:10]([CH3:16])([O:12][CH2:13]C#C)[CH3:11].C(I)C, predict the reaction product. The product is: [CH3:8][O:9][C:10]([CH3:16])([O:12][CH2:13][C:5]#[C:3][CH2:2][CH3:1])[CH3:11]. (4) Given the reactants Cl.C(OC(=O)[NH:8][C:9]1[C:14]([CH2:15][CH3:16])=[CH:13][C:12]([C:17]2[CH:22]=[CH:21][C:20]([Cl:23])=[CH:19][CH:18]=2)=[CH:11][C:10]=1[CH2:24][CH3:25])(C)(C)C, predict the reaction product. The product is: [Cl:23][C:20]1[CH:21]=[CH:22][C:17]([C:12]2[CH:11]=[C:10]([CH2:24][CH3:25])[C:9]([NH2:8])=[C:14]([CH2:15][CH3:16])[CH:13]=2)=[CH:18][CH:19]=1.